The task is: Predict which catalyst facilitates the given reaction.. This data is from Catalyst prediction with 721,799 reactions and 888 catalyst types from USPTO. (1) Reactant: C([O:4][CH2:5][C:6]([NH:8][CH2:9][C:10]1[CH:15]=[N:14][C:13]([CH2:16][N:17]2[C:22]([CH3:23])=[CH:21][C:20]([O:24][CH2:25][C:26]3[CH:31]=[CH:30][C:29]([F:32])=[CH:28][C:27]=3[F:33])=[C:19]([Br:34])[C:18]2=[O:35])=[CH:12][N:11]=1)=[O:7])(=O)C.C([O-])([O-])=O.[K+].[K+]. Product: [Br:34][C:19]1[C:18](=[O:35])[N:17]([CH2:16][C:13]2[N:14]=[CH:15][C:10]([CH2:9][NH:8][C:6](=[O:7])[CH2:5][OH:4])=[N:11][CH:12]=2)[C:22]([CH3:23])=[CH:21][C:20]=1[O:24][CH2:25][C:26]1[CH:31]=[CH:30][C:29]([F:32])=[CH:28][C:27]=1[F:33]. The catalyst class is: 24. (2) Reactant: Cl.[CH3:2][O:3][C:4]1[CH:5]=[C:6]([C:10]2[N:11]=[C:12]3[N:16]([C:17]=2[C:18]2[CH:23]=[CH:22][N:21]=[C:20]([NH:24][C@@H:25]4[CH2:30][CH2:29][CH2:28][NH:27][CH2:26]4)[N:19]=2)[CH:15]=[CH:14][S:13]3)[CH:7]=[CH:8][CH:9]=1.CCN(C(C)C)C(C)C.C(=O)([O-])[O-].[K+].[K+].CC1C=CC(S(O[CH2:57][C@@H:58]2[CH2:62][O:61][C:60]([CH3:64])([CH3:63])[O:59]2)(=O)=O)=CC=1. Product: [CH3:63][C:60]1([CH3:64])[O:59][C@H:58]([CH2:57][N:27]2[CH2:28][CH2:29][CH2:30][C@@H:25]([NH:24][C:20]3[N:19]=[C:18]([C:17]4[N:16]5[C:12]([S:13][CH:14]=[CH:15]5)=[N:11][C:10]=4[C:6]4[CH:7]=[CH:8][CH:9]=[C:4]([O:3][CH3:2])[CH:5]=4)[CH:23]=[CH:22][N:21]=3)[CH2:26]2)[CH2:62][O:61]1. The catalyst class is: 682. (3) Reactant: [H-].C([Al+]CC(C)C)C(C)C.COCN[C:15]([CH:17]1[CH2:20][CH:19]([CH2:21][CH:22]([CH3:24])[CH3:23])[CH2:18]1)=[O:16].S(=O)(=O)(O)O. Product: [CH2:21]([CH:19]1[CH2:20][CH:17]([CH:15]=[O:16])[CH2:18]1)[CH:22]([CH3:24])[CH3:23]. The catalyst class is: 2. (4) Reactant: C([NH:5][S:6]([C:9]1[CH:14]=[CH:13][CH:12]=[C:11]([C:15]2[CH:16]=[C:17]([C:21]3[CH:26]=[C:25]([C:27]4[CH:32]=[CH:31][C:30]([C:33]([F:36])([F:35])[F:34])=[CH:29][CH:28]=4)[CH:24]=[C:23]([CH3:37])[N:22]=3)[CH:18]=[N:19][CH:20]=2)[CH:10]=1)(=[O:8])=[O:7])(C)(C)C.C(O)(C(F)(F)F)=O. Product: [CH3:37][C:23]1[N:22]=[C:21]([C:17]2[CH:18]=[N:19][CH:20]=[C:15]([C:11]3[CH:10]=[C:9]([S:6]([NH2:5])(=[O:8])=[O:7])[CH:14]=[CH:13][CH:12]=3)[CH:16]=2)[CH:26]=[C:25]([C:27]2[CH:32]=[CH:31][C:30]([C:33]([F:36])([F:34])[F:35])=[CH:29][CH:28]=2)[CH:24]=1. The catalyst class is: 4. (5) Reactant: [CH:1]([NH:5][C:6](=[O:32])[C:7]1[CH:12]=[CH:11][C:10]([Cl:13])=[C:9]([N:14]2[CH:19]=[CH:18][N:17]=[C:16]([NH:20][C:21]([C:24]3[CH:29]=[CH:28][CH:27]=[CH:26][C:25]=3[OH:30])([CH3:23])[CH3:22])[C:15]2=[O:31])[CH:8]=1)(CC)[CH3:2].[C:33](=O)([O-])[O-].[K+].[K+].Br[CH2:40][CH2:41][Cl:42]. The catalyst class is: 10. Product: [Cl:13][C:10]1[CH:11]=[CH:12][C:7]([C:6]([NH:5][CH:1]2[CH2:2][CH2:33]2)=[O:32])=[CH:8][C:9]=1[N:14]1[CH:19]=[CH:18][N:17]=[C:16]([NH:20][C:21]([C:24]2[CH:29]=[CH:28][CH:27]=[CH:26][C:25]=2[O:30][CH2:40][CH2:41][Cl:42])([CH3:22])[CH3:23])[C:15]1=[O:31]. (6) Reactant: [C:1]1([C:8]2[CH:13]=[CH:12][CH:11]=[CH:10][CH:9]=2)[CH:6]=[CH:5][C:4]([NH2:7])=[CH:3][CH:2]=1.[CH2:14]([O:21][C:22]1[CH:30]=[CH:29][C:25]([C:26](O)=[O:27])=[CH:24][C:23]=1[NH:31][C:32]([C:34]1([N:37]2[CH2:42][CH2:41][O:40][CH2:39][CH2:38]2)[CH2:36][CH2:35]1)=[O:33])[C:15]1[CH:20]=[CH:19][CH:18]=[CH:17][CH:16]=1.F[P-](F)(F)(F)(F)F.N1(O[P+](N2CCCC2)(N2CCCC2)N2CCCC2)C2C=CC=CC=2N=N1.C(N(C(C)C)CC)(C)C. Product: [CH2:14]([O:21][C:22]1[CH:30]=[CH:29][C:25]([C:26]([NH:7][C:4]2[CH:3]=[CH:2][C:1]([C:8]3[CH:13]=[CH:12][CH:11]=[CH:10][CH:9]=3)=[CH:6][CH:5]=2)=[O:27])=[CH:24][C:23]=1[NH:31][C:32]([C:34]1([N:37]2[CH2:42][CH2:41][O:40][CH2:39][CH2:38]2)[CH2:36][CH2:35]1)=[O:33])[C:15]1[CH:16]=[CH:17][CH:18]=[CH:19][CH:20]=1. The catalyst class is: 3.